This data is from Full USPTO retrosynthesis dataset with 1.9M reactions from patents (1976-2016). The task is: Predict the reactants needed to synthesize the given product. Given the product [CH:1]([O:4][C:5]1[C:10]([CH3:11])=[CH:9][CH:8]=[C:7]2[C:6]=1[CH2:12][C@@H:13]([CH:15]1[CH2:16][CH2:17][NH:18][CH2:19][CH2:20]1)[O:14][C@H:23]2[CH2:24][NH:25][CH:26]=[O:27])([CH3:3])[CH3:2], predict the reactants needed to synthesize it. The reactants are: [CH:1]([O:4][C:5]1[C:10]([CH3:11])=[CH:9][CH:8]=[CH:7][C:6]=1[CH2:12][C@@H:13]([CH:15]1[CH2:20][CH2:19][NH:18][CH2:17][CH2:16]1)[OH:14])([CH3:3])[CH3:2].CO[CH:23](OC)[CH2:24][NH:25][CH:26]=[O:27].B(F)(F)F.